From a dataset of Catalyst prediction with 721,799 reactions and 888 catalyst types from USPTO. Predict which catalyst facilitates the given reaction. (1) Reactant: CO.C([O:6][CH:7]1[C:8]([CH3:41])([OH:40])[CH2:9][CH2:10][CH:11]([OH:39])[CH2:12][C:13]([O:15][CH:16](/[C:21](/[CH3:38])=[CH:22]/[CH:23]=[CH:24]/[C:25]([CH3:37])([OH:36])[CH2:26][CH:27]2[O:35][CH:28]2[CH:29]([CH3:34])[CH:30]([OH:33])[CH2:31][CH3:32])[CH:17]([CH3:20])[CH:18]=[CH:19]1)=[O:14])(=O)C.C(=O)([O-])[O-].[K+].[K+].O. Product: [OH:39][CH:11]1[CH2:10][CH2:9][C:8]([OH:40])([CH3:41])[CH:7]([OH:6])[CH:19]=[CH:18][CH:17]([CH3:20])[CH:16](/[C:21](/[CH3:38])=[CH:22]/[CH:23]=[CH:24]/[C:25]([OH:36])([CH3:37])[CH2:26][CH:27]2[O:35][CH:28]2[CH:29]([CH3:34])[CH:30]([OH:33])[CH2:31][CH3:32])[O:15][C:13](=[O:14])[CH2:12]1. The catalyst class is: 13. (2) Reactant: [C:1]([N:4]1[C:13]2[C:8](=[CH:9][CH:10]=[CH:11][CH:12]=2)[C:7](=[N:14][C:15]2[CH:20]=[CH:19][CH:18]=[CH:17][C:16]=2[F:21])[CH2:6][CH:5]1[CH3:22])(=[O:3])[CH3:2].C([BH3-])#N.[Na+].Cl.C(=O)([O-])O.[Na+]. Product: [C:1]([N:4]1[C:13]2[C:8](=[CH:9][CH:10]=[CH:11][CH:12]=2)[C@H:7]([NH:14][C:15]2[CH:20]=[CH:19][CH:18]=[CH:17][C:16]=2[F:21])[CH2:6][C@@H:5]1[CH3:22])(=[O:3])[CH3:2]. The catalyst class is: 5. (3) Reactant: [N:1]1([C:8]2[C:9](=[O:22])[NH:10][CH:11]3[CH:16]([N:17]=2)[CH:15]=[C:14]([C:18]([O:20][CH3:21])=[O:19])[CH:13]=[CH:12]3)[CH2:7][CH2:6][CH2:5][CH2:4][CH2:3][CH2:2]1.N1C=CC=CC=1.[O:29](S(C(F)(F)F)(=O)=O)[S:30]([C:33]([F:36])([F:35])[F:34])(=O)=[O:31]. Product: [N:1]1([C:8]2[C:9]([O:22][S:30]([C:33]([F:36])([F:35])[F:34])(=[O:31])=[O:29])=[N:10][C:11]3[C:16]([N:17]=2)=[CH:15][C:14]([C:18]([O:20][CH3:21])=[O:19])=[CH:13][CH:12]=3)[CH2:2][CH2:3][CH2:4][CH2:5][CH2:6][CH2:7]1. The catalyst class is: 4. (4) Reactant: C[O:2][C:3]([C:5]1[C:6]([O:25][CH3:26])=[CH:7][C:8]([O:23][CH3:24])=[C:9]([C:11]2[N:15]([C:16]3[CH:21]=[CH:20][CH:19]=[CH:18][C:17]=3[CH3:22])[N:14]=[CH:13][CH:12]=2)[CH:10]=1)=[O:4].[OH-].[Na+]. Product: [C:3]([C:5]1[C:6]([O:25][CH3:26])=[CH:7][C:8]([O:23][CH3:24])=[C:9]([C:11]2[N:15]([C:16]3[CH:21]=[CH:20][CH:19]=[CH:18][C:17]=3[CH3:22])[N:14]=[CH:13][CH:12]=2)[CH:10]=1)([OH:4])=[O:2]. The catalyst class is: 36. (5) Product: [NH2:22][C:16]1[C:17]([NH:21][C:27](=[O:28])[O:29][CH3:30])=[C:18]([NH2:20])[N:19]=[C:14]([C:7]2[C:8]3[C:9](=[N:10][CH:11]=[CH:12][CH:13]=3)[N:5]([CH2:4][C:3]3[CH:23]=[CH:24][CH:25]=[CH:26][C:2]=3[F:1])[N:6]=2)[N:15]=1. Reactant: [F:1][C:2]1[CH:26]=[CH:25][CH:24]=[CH:23][C:3]=1[CH2:4][N:5]1[C:9]2=[N:10][CH:11]=[CH:12][CH:13]=[C:8]2[C:7]([C:14]2[N:19]=[C:18]([NH2:20])[C:17]([NH2:21])=[C:16]([NH2:22])[N:15]=2)=[N:6]1.[C:27](O[C:27]([O:29][CH3:30])=[O:28])([O:29][CH3:30])=[O:28]. The catalyst class is: 32. (6) Reactant: [NH2:1][C:2]1[CH:3]=[CH:4][C:5]([F:26])=[C:6]([C@:8]2([CH3:25])[CH2:16][C:12]3([CH2:15][CH2:14][CH2:13]3)[O:11][C:10]([NH:17][C:18](=[O:24])[O:19][C:20]([CH3:23])([CH3:22])[CH3:21])=[N:9]2)[CH:7]=1.Cl[C:28]1[C:37]2[C:32](=[CH:33][C:34]([Cl:38])=[CH:35][CH:36]=2)[N:31]=[CH:30][N:29]=1.C(=O)([O-])[O-].[K+].[K+]. Product: [Cl:38][C:34]1[CH:33]=[C:32]2[C:37]([C:28]([NH:1][C:2]3[CH:3]=[CH:4][C:5]([F:26])=[C:6]([C@:8]4([CH3:25])[CH2:16][C:12]5([CH2:15][CH2:14][CH2:13]5)[O:11][C:10]([NH:17][C:18](=[O:24])[O:19][C:20]([CH3:21])([CH3:22])[CH3:23])=[N:9]4)[CH:7]=3)=[N:29][CH:30]=[N:31]2)=[CH:36][CH:35]=1. The catalyst class is: 32. (7) Reactant: [CH3:1][O:2][C:3]1[CH:4]=[CH:5][C:6]([C:17](=O)[C:18]([CH3:24])([CH3:23])[C:19](OC)=[O:20])=[C:7]2[C:12]=1[N:11]=[C:10]([C:13]([F:16])([F:15])[F:14])[CH:9]=[CH:8]2.C(O)(=O)C.O.[NH2:31][NH2:32].O. Product: [CH3:1][O:2][C:3]1[CH:4]=[CH:5][C:6]([C:17]2[C:18]([CH3:24])([CH3:23])[C:19](=[O:20])[NH:32][N:31]=2)=[C:7]2[C:12]=1[N:11]=[C:10]([C:13]([F:16])([F:15])[F:14])[CH:9]=[CH:8]2. The catalyst class is: 8.